The task is: Predict which catalyst facilitates the given reaction.. This data is from Catalyst prediction with 721,799 reactions and 888 catalyst types from USPTO. (1) The catalyst class is: 7. Reactant: [F:1][C:2]1[C:7]([F:8])=[C:6]([F:9])[CH:5]=[CH:4][C:3]=1[N:10]1[C:14]2[CH:15]=[CH:16][CH:17]=[CH:18][C:13]=2[NH:12][S:11]1(=[O:20])=[O:19].C1(P(C2C=CC=CC=2)C2C=CC=CC=2)C=CC=CC=1.O[CH2:41][CH2:42][N:43]1[CH2:48][CH2:47][N:46]([C:49]([O:51][C:52]([CH3:55])([CH3:54])[CH3:53])=[O:50])[CH2:45][CH2:44]1.CC(OC(/N=N/C(OC(C)C)=O)=O)C. Product: [O:20]=[S:11]1(=[O:19])[N:12]([CH2:41][CH2:42][N:43]2[CH2:48][CH2:47][N:46]([C:49]([O:51][C:52]([CH3:53])([CH3:55])[CH3:54])=[O:50])[CH2:45][CH2:44]2)[C:13]2[CH:18]=[CH:17][CH:16]=[CH:15][C:14]=2[N:10]1[C:3]1[CH:4]=[CH:5][C:6]([F:9])=[C:7]([F:8])[C:2]=1[F:1]. (2) Reactant: [OH:1][C:2]1[CH:11]=[C:10]2[C:5]([CH:6]=[CH:7][C:8](=[O:12])[O:9]2)=[CH:4][CH:3]=1.[H-].[Na+].[F:15][C:16]([F:35])([F:34])[S:17](N([S:17]([C:16]([F:35])([F:34])[F:15])(=[O:19])=[O:18])C1C=CC=CC=1)(=[O:19])=[O:18]. Product: [F:15][C:16]([F:35])([F:34])[S:17]([O:1][C:2]1[CH:11]=[C:10]2[C:5]([CH:6]=[CH:7][C:8](=[O:12])[O:9]2)=[CH:4][CH:3]=1)(=[O:19])=[O:18]. The catalyst class is: 3. (3) Reactant: Cl[C:2]1[C:3](=[O:11])[N:4]([CH2:9][CH3:10])[C:5](=[O:8])[C:6]=1[Cl:7].[NH2:12][C:13]1[CH:18]=[CH:17][CH:16]=[CH:15][C:14]=1[OH:19]. Product: [Cl:7][C:6]1[C:5](=[O:8])[N:4]([CH2:9][CH3:10])[C:3](=[O:11])[C:2]=1[NH:12][C:13]1[CH:18]=[CH:17][CH:16]=[CH:15][C:14]=1[OH:19]. The catalyst class is: 14. (4) Reactant: [OH:1][CH:2]([C:4]1[N:13]([C:14]2[CH:19]=[CH:18][CH:17]=[CH:16][CH:15]=2)[C:12](=[O:20])[C:11]2[C:6](=[CH:7][CH:8]=[CH:9][C:10]=2[CH3:21])[N:5]=1)[CH3:3].[H-].[Na+].Cl[C:25]1[N:33]=[CH:32][N:31]=[C:30]2[C:26]=1[N:27]=[CH:28][N:29]2[CH2:34][O:35][CH2:36][CH2:37][Si:38]([CH3:41])([CH3:40])[CH3:39]. Product: [CH3:21][C:10]1[CH:9]=[CH:8][CH:7]=[C:6]2[C:11]=1[C:12](=[O:20])[N:13]([C:14]1[CH:15]=[CH:16][CH:17]=[CH:18][CH:19]=1)[C:4]([CH:2]([O:1][C:25]1[N:33]=[CH:32][N:31]=[C:30]3[C:26]=1[N:27]=[CH:28][N:29]3[CH2:34][O:35][CH2:36][CH2:37][Si:38]([CH3:41])([CH3:40])[CH3:39])[CH3:3])=[N:5]2. The catalyst class is: 1. (5) Reactant: [Cl:1][C:2]1[C:7]([C:8]([OH:10])=[O:9])=[CH:6][CH:5]=[C:4]([O:11][CH3:12])[N:3]=1.C([O-])(=O)C.[Na+].[Br:18]Br. Product: [Cl:1][C:2]1[C:7]([C:8]([OH:10])=[O:9])=[CH:6][C:5]([Br:18])=[C:4]([O:11][CH3:12])[N:3]=1. The catalyst class is: 15.